This data is from Forward reaction prediction with 1.9M reactions from USPTO patents (1976-2016). The task is: Predict the product of the given reaction. (1) Given the reactants [CH3:1][N:2]1[CH:6]=[C:5]([N+:7]([O-:9])=[O:8])[CH:4]=[N:3]1.[C:10]1(=[O:17])[CH2:16][CH2:15][CH:14]=[CH:13][CH2:12][CH2:11]1.C[Si](C)(C)[N-][Si](C)(C)C.[Li+].[Cl-].[NH4+], predict the reaction product. The product is: [CH3:1][N:2]1[C:6]([C:10]2([OH:17])[CH2:16][CH2:15][CH:14]=[CH:13][CH2:12][CH2:11]2)=[C:5]([N+:7]([O-:9])=[O:8])[CH:4]=[N:3]1. (2) Given the reactants [C:1]([C:3]1[CH:19]=[CH:18][C:6]([CH2:7][NH:8][C:9](=[O:17])[C:10]2[CH:15]=[CH:14][CH:13]=[C:12]([CH3:16])[CH:11]=2)=[C:5]([OH:20])[CH:4]=1)#[N:2].Br.Br[CH2:23][C:24]1[CH:29]=[CH:28][CH:27]=[CH:26][N:25]=1.C(=O)([O-])[O-].[K+].[K+], predict the reaction product. The product is: [C:1]([C:3]1[CH:19]=[CH:18][C:6]([CH2:7][NH:8][C:9](=[O:17])[C:10]2[CH:15]=[CH:14][CH:13]=[C:12]([CH3:16])[CH:11]=2)=[C:5]([O:20][CH2:23][C:24]2[CH:29]=[CH:28][CH:27]=[CH:26][N:25]=2)[CH:4]=1)#[N:2]. (3) The product is: [Cl:1][C:2]1[C:10]2[C:5](=[CH:6][CH:7]=[C:8]([CH:11]3[O:16][CH2:15][CH2:14][CH2:13][O:12]3)[CH:9]=2)[N:4]([CH2:28][O:27][CH2:26][CH2:25][Si:24]([CH3:31])([CH3:30])[CH3:23])[N:3]=1. Given the reactants [Cl:1][C:2]1[C:10]2[C:5](=[CH:6][CH:7]=[C:8]([CH:11]3[O:16][CH2:15][CH2:14][CH2:13][O:12]3)[CH:9]=2)[NH:4][N:3]=1.CC(C)([O-])C.[Na+].[CH3:23][Si:24]([CH3:31])([CH3:30])[CH2:25][CH2:26][O:27][CH2:28]Cl, predict the reaction product. (4) Given the reactants [F:1][C:2]1[CH:7]=[CH:6][C:5]([CH:8]([OH:24])[CH:9]([CH2:13][C:14]2[CH:19]=[CH:18][CH:17]=[C:16]([O:20][CH:21]([CH3:23])[CH3:22])[CH:15]=2)C(O)=O)=[CH:4][CH:3]=1.C1(P(N=[N+]=[N-])(C2C=CC=CC=2)=[O:32])C=CC=CC=1.C([N:44]([CH2:47]C)CC)C, predict the reaction product. The product is: [F:1][C:2]1[CH:3]=[CH:4][C:5]([CH:8]2[O:24][C:47](=[O:32])[NH:44][CH:9]2[CH2:13][C:14]2[CH:19]=[CH:18][CH:17]=[C:16]([O:20][CH:21]([CH3:22])[CH3:23])[CH:15]=2)=[CH:6][CH:7]=1. (5) Given the reactants [C:1]([C:3]1[C:20](F)=[CH:19][CH:18]=[CH:17][C:4]=1[O:5][C:6]1[CH:15]=[C:14]([F:16])[CH:13]=[CH:12][C:7]=1[C:8]([O:10][CH3:11])=[O:9])#[N:2].O.[NH2:23][NH2:24].C(N(C(C)C)C(C)C)C, predict the reaction product. The product is: [NH2:2][C:1]1[C:3]2[C:20](=[CH:19][CH:18]=[CH:17][C:4]=2[O:5][C:6]2[CH:15]=[C:14]([F:16])[CH:13]=[CH:12][C:7]=2[C:8]([O:10][CH3:11])=[O:9])[NH:24][N:23]=1. (6) Given the reactants [Cl:1][C:2]1[CH:7]=[C:6]([S:8]([CH2:11][CH3:12])(=[O:10])=[O:9])[CH:5]=[CH:4][C:3]=1[S:13][C:14]1[CH:15]=[C:16]([CH2:24][C:25]([OH:27])=O)[CH:17]=[C:18]([C:20]([F:23])([F:22])[F:21])[CH:19]=1.[CH2:28]([S:30]([NH2:33])(=[O:32])=[O:31])[CH3:29], predict the reaction product. The product is: [Cl:1][C:2]1[CH:7]=[C:6]([S:8]([CH2:11][CH3:12])(=[O:9])=[O:10])[CH:5]=[CH:4][C:3]=1[S:13][C:14]1[CH:15]=[C:16]([CH2:24][C:25]([NH:33][S:30]([CH2:28][CH3:29])(=[O:32])=[O:31])=[O:27])[CH:17]=[C:18]([C:20]([F:23])([F:21])[F:22])[CH:19]=1.